From a dataset of Catalyst prediction with 721,799 reactions and 888 catalyst types from USPTO. Predict which catalyst facilitates the given reaction. Reactant: C(OC([NH:8][CH2:9][C@H:10]1[CH2:15][CH2:14][C@H:13]([C:16]([NH:18][C@H:19]([C:51](=[O:64])[NH:52][C:53]2[CH:58]=[CH:57][C:56]([C:59]3[N:60]=[N:61][NH:62][N:63]=3)=[CH:55][CH:54]=2)[CH2:20][C:21]2[CH:26]=[CH:25][C:24]([C:27]3[CH:32]=[CH:31][C:30]([C:33]([NH:35][CH:36]4[CH2:41][CH2:40][N:39](C(OC(C)(C)C)=O)[CH2:38][CH2:37]4)=[O:34])=[CH:29][C:28]=3[CH3:49])=[C:23]([F:50])[CH:22]=2)=[O:17])[CH2:12][CH2:11]1)=O)(C)(C)C.[ClH:65]. Product: [ClH:65].[NH2:8][CH2:9][C@H:10]1[CH2:15][CH2:14][C@H:13]([C:16]([NH:18][C@H:19]([C:51](=[O:64])[NH:52][C:53]2[CH:54]=[CH:55][C:56]([C:59]3[N:60]=[N:61][NH:62][N:63]=3)=[CH:57][CH:58]=2)[CH2:20][C:21]2[CH:26]=[CH:25][C:24]([C:27]3[CH:32]=[CH:31][C:30]([C:33]([NH:35][CH:36]4[CH2:37][CH2:38][NH:39][CH2:40][CH2:41]4)=[O:34])=[CH:29][C:28]=3[CH3:49])=[C:23]([F:50])[CH:22]=2)=[O:17])[CH2:12][CH2:11]1. The catalyst class is: 12.